From a dataset of Forward reaction prediction with 1.9M reactions from USPTO patents (1976-2016). Predict the product of the given reaction. (1) Given the reactants [CH3:1][C:2]1[CH:3]=[C:4]([S:9]([N:12]2[C:17]3[CH:18]=[C:19]([C:22]([NH:24][C:25]4[CH:33]=[CH:32][C:28]([C:29]([OH:31])=[O:30])=[C:27]([F:34])[CH:26]=4)=[O:23])[CH:20]=[CH:21][C:16]=3[O:15][CH2:14][CH2:13]2)(=[O:11])=[O:10])[CH:5]=[C:6]([CH3:8])[CH:7]=1.[CH3:35][C:36]1C=C(S(Cl)(=O)=O)C=C(C)C=1, predict the reaction product. The product is: [CH2:35]([O:30][C:29](=[O:31])[C:28]1[CH:32]=[CH:33][C:25]([NH:24][C:22]([C:19]2[CH:20]=[CH:21][C:16]3[O:15][CH2:14][CH2:13][N:12]([S:9]([C:4]4[CH:5]=[C:6]([CH3:8])[CH:7]=[C:2]([CH3:1])[CH:3]=4)(=[O:11])=[O:10])[C:17]=3[CH:18]=2)=[O:23])=[CH:26][C:27]=1[F:34])[CH3:36]. (2) Given the reactants [C:1]([N:8]([CH2:19][C:20]1[CH:25]=[CH:24][CH:23]=[C:22]([I:26])[CH:21]=1)[C:9]([NH:11][C:12]([O:14][C:15]([CH3:18])([CH3:17])[CH3:16])=[O:13])=[NH:10])([O:3][C:4]([CH3:7])([CH3:6])[CH3:5])=[O:2].[H-].[Na+].[C:29]([O:33][C:34](O[C:34]([O:33][C:29]([CH3:32])([CH3:31])[CH3:30])=[O:35])=[O:35])([CH3:32])([CH3:31])[CH3:30], predict the reaction product. The product is: [C:1]([N:8]([CH2:19][C:20]1[CH:25]=[CH:24][CH:23]=[C:22]([I:26])[CH:21]=1)[C:9]([NH:10][C:34]([O:33][C:29]([CH3:32])([CH3:31])[CH3:30])=[O:35])=[N:11][C:12]([O:14][C:15]([CH3:18])([CH3:17])[CH3:16])=[O:13])([O:3][C:4]([CH3:5])([CH3:6])[CH3:7])=[O:2]. (3) The product is: [OH:26][C:16]([C:10]1[CH:11]=[C:12]([CH3:15])[CH:13]=[CH:14][C:9]=1[OH:8])([C:20]1[CH:21]=[CH:22][CH:23]=[CH:24][CH:25]=1)[C:17]([OH:19])=[O:18]. Given the reactants C([O:8][C:9]1[CH:14]=[CH:13][C:12]([CH3:15])=[CH:11][C:10]=1[C:16]([OH:26])([C:20]1[CH:25]=[CH:24][CH:23]=[CH:22][CH:21]=1)[C:17]([OH:19])=[O:18])C1C=CC=CC=1.C([O-])=O.[NH4+].[OH-].[Na+], predict the reaction product. (4) Given the reactants Br[C:2]1[N:7]=[CH:6][C:5]([CH2:8][N:9]2[CH2:14][CH2:13][CH2:12][O:11][C:10]2=[O:15])=[CH:4][CH:3]=1.[Cl:16][C:17]1[CH:22]=[CH:21][N:20]=[C:19]2[CH:23]=[C:24]([Sn](CCCC)(CCCC)CCCC)[S:25][C:18]=12, predict the reaction product. The product is: [Cl:16][C:17]1[CH:22]=[CH:21][N:20]=[C:19]2[CH:23]=[C:24]([C:2]3[N:7]=[CH:6][C:5]([CH2:8][N:9]4[CH2:14][CH2:13][CH2:12][O:11][C:10]4=[O:15])=[CH:4][CH:3]=3)[S:25][C:18]=12. (5) Given the reactants [CH3:1][C:2]1[CH:3]=[C:4]([NH2:14])[N:5]([C:7]2[CH:12]=[C:11](Cl)[N:10]=[CH:9][N:8]=2)[N:6]=1.[CH3:15][NH2:16], predict the reaction product. The product is: [NH2:14][C:4]1[N:5]([C:7]2[N:8]=[CH:9][N:10]=[C:11]([NH:16][CH3:15])[CH:12]=2)[N:6]=[C:2]([CH3:1])[CH:3]=1. (6) Given the reactants CO[N:3]=[C:4]1[C:12]2[N:11]=[CH:10][CH:9]=[CH:8][C:7]=2[CH2:6][CH2:5]1, predict the reaction product. The product is: [N:11]1[C:12]2[CH:4]([NH2:3])[CH2:5][CH2:6][C:7]=2[CH:8]=[CH:9][CH:10]=1.